The task is: Predict the reactants needed to synthesize the given product.. This data is from Full USPTO retrosynthesis dataset with 1.9M reactions from patents (1976-2016). (1) Given the product [F:27][C:2]([F:1])([C:23]([F:24])([F:25])[F:26])[CH2:3][O:4][C:5]1[CH:10]=[CH:9][C:8]([N:11]2[C:16](=[O:17])[C:15]3[CH2:18][C:19](=[O:21])[NH:20][C:14]=3[N:13]=[C:12]2[S:22][CH2:30][C:29]([F:33])([F:32])[F:28])=[CH:7][CH:6]=1, predict the reactants needed to synthesize it. The reactants are: [F:1][C:2]([F:27])([C:23]([F:26])([F:25])[F:24])[CH2:3][O:4][C:5]1[CH:10]=[CH:9][C:8]([N:11]2[C:16](=[O:17])[C:15]3[CH2:18][C:19](=[O:21])[NH:20][C:14]=3[NH:13][C:12]2=[S:22])=[CH:7][CH:6]=1.[F:28][C:29]([F:33])([F:32])[CH2:30]I.C(=O)([O-])O.[Na+].C(O)(=O)CC(CC(O)=O)(C(O)=O)O. (2) Given the product [C:1]([O:5][C:6]([NH:8][C@@H:9]1[C@H:14]([NH:15][C:16]2[N:21]=[C:20]([C:40]3[S:41][C:37]([C:35]#[N:36])=[CH:38][CH:39]=3)[C:19]3[C:23](=[O:33])[N:24]([C:26]([O:28][C:29]([CH3:32])([CH3:31])[CH3:30])=[O:27])[CH2:25][C:18]=3[C:17]=2[F:34])[CH2:13][CH2:12][O:11][CH2:10]1)=[O:7])([CH3:4])([CH3:3])[CH3:2], predict the reactants needed to synthesize it. The reactants are: [C:1]([O:5][C:6]([NH:8][C@@H:9]1[C@H:14]([NH:15][C:16]2[N:21]=[C:20](Cl)[C:19]3[C:23](=[O:33])[N:24]([C:26]([O:28][C:29]([CH3:32])([CH3:31])[CH3:30])=[O:27])[CH2:25][C:18]=3[C:17]=2[F:34])[CH2:13][CH2:12][O:11][CH2:10]1)=[O:7])([CH3:4])([CH3:3])[CH3:2].[C:35]([C:37]1[S:41][C:40](B(O)O)=[CH:39][CH:38]=1)#[N:36].C1(P(C2CCCCC2)C2C=CC=CC=2C2C=CC=CC=2)CCCCC1. (3) Given the product [F:1][C:2]([F:7])([F:6])[C:3]([OH:5])=[O:4].[NH:22]1[CH2:21][CH2:20][CH:19]([C@H:17]([NH:16][C:13]2[N:12]=[C:11]([C:32]3[C:40]4[C:35](=[N:36][CH:37]=[C:38]([C:41]([F:43])([F:44])[F:42])[CH:39]=4)[N:34]([S:45]([C:48]4[CH:49]=[CH:50][C:51]([CH3:52])=[CH:53][CH:54]=4)(=[O:46])=[O:47])[CH:33]=3)[C:10]([C:8]#[N:9])=[CH:15][N:14]=2)[CH3:18])[CH2:24][CH2:23]1, predict the reactants needed to synthesize it. The reactants are: [F:1][C:2]([F:7])([F:6])[C:3]([OH:5])=[O:4].[C:8]([C:10]1[C:11]([C:32]2[C:40]3[C:35](=[N:36][CH:37]=[C:38]([C:41]([F:44])([F:43])[F:42])[CH:39]=3)[N:34]([S:45]([C:48]3[CH:54]=[CH:53][C:51]([CH3:52])=[CH:50][CH:49]=3)(=[O:47])=[O:46])[CH:33]=2)=[N:12][C:13]([NH:16][C@@H:17]([CH:19]2[CH2:24][CH2:23][N:22](C(OC(C)(C)C)=O)[CH2:21][CH2:20]2)[CH3:18])=[N:14][CH:15]=1)#[N:9]. (4) The reactants are: [Cl:1][C:2]1[CH:7]=[CH:6][C:5]([CH2:8][N:9]2[CH2:14][CH2:13][N:12]([C:15]([O:17][C:18]([CH3:21])([CH3:20])[CH3:19])=[O:16])[CH2:11][CH2:10]2)=[C:4]([C:22]([O:24]C)=[O:23])[CH:3]=1.CO.[OH-].[Li+].Cl. Given the product [C:18]([O:17][C:15]([N:12]1[CH2:13][CH2:14][N:9]([CH2:8][C:5]2[CH:6]=[CH:7][C:2]([Cl:1])=[CH:3][C:4]=2[C:22]([OH:24])=[O:23])[CH2:10][CH2:11]1)=[O:16])([CH3:21])([CH3:19])[CH3:20], predict the reactants needed to synthesize it. (5) Given the product [CH3:16][C:17]1[N:25]=[CH:26][N:7]([C:6]2[CH:8]=[CH:9][CH:10]=[C:4]([N+:1]([O-:3])=[O:2])[CH:5]=2)[C:18]=1[CH3:19], predict the reactants needed to synthesize it. The reactants are: [N+:1]([C:4]1[CH:5]=[C:6]([CH:8]=[CH:9][CH:10]=1)[NH2:7])([O-:3])=[O:2].P(=O)(O)(O)O.[CH3:16][C:17](=O)[C:18](=O)[CH3:19].C=O.[Cl-].[NH4+:25].[C:26](=O)([O-])O.[Na+]. (6) The reactants are: [C:1]1([C:7]2[CH:8]=[CH:9][C:10]([NH2:13])=[N:11][CH:12]=2)[CH:6]=[CH:5][CH:4]=[CH:3][CH:2]=1.[Br:14]N1C(=O)CCC1=O.CCOC(C)=O. Given the product [Br:14][C:9]1[C:10]([NH2:13])=[N:11][CH:12]=[C:7]([C:1]2[CH:2]=[CH:3][CH:4]=[CH:5][CH:6]=2)[CH:8]=1, predict the reactants needed to synthesize it. (7) Given the product [C:34]([O:33][C:31]([N:20]1[CH2:21][CH2:22][CH:17]([CH2:16][C:13]2[CH:14]=[C:15]([N+:1]([O-:4])=[O:2])[C:10]([OH:9])=[C:11]([F:23])[CH:12]=2)[CH2:18][CH2:19]1)=[O:32])([CH3:37])([CH3:36])[CH3:35], predict the reactants needed to synthesize it. The reactants are: [N+:1]([O-:4])(O)=[O:2].S([O:9][C:10]1[CH:15]=[CH:14][C:13]([CH2:16][CH:17]2[CH2:22][CH2:21][NH:20][CH2:19][CH2:18]2)=[CH:12][C:11]=1[F:23])(O)(=O)=O.C(OC(=O)C)(=O)C.[C:31](O[C:31]([O:33][C:34]([CH3:37])([CH3:36])[CH3:35])=[O:32])([O:33][C:34]([CH3:37])([CH3:36])[CH3:35])=[O:32]. (8) Given the product [CH:2]1[CH:1]=[CH:6][C:5]2[C:7](=[O:8])[N:9]([CH:12]3[C:18](=[O:20])[NH:17][C:15](=[O:16])[CH2:14][CH2:13]3)[C:10](=[O:11])[C:4]=2[CH:3]=1, predict the reactants needed to synthesize it. The reactants are: [CH:1]1[CH:6]=[C:5]2[C:7]([N:9]([C@H:12]([C:18]([OH:20])=O)[CH2:13][CH2:14][C:15]([NH2:17])=[O:16])[C:10](=[O:11])[C:4]2=[CH:3][CH:2]=1)=[O:8].O1CCCC1.C(C1NC=CN=1)(C1NC=CN=1)=O.